From a dataset of Peptide-MHC class I binding affinity with 185,985 pairs from IEDB/IMGT. Regression. Given a peptide amino acid sequence and an MHC pseudo amino acid sequence, predict their binding affinity value. This is MHC class I binding data. (1) The binding affinity (normalized) is 0. The peptide sequence is LPRPDTRHL. The MHC is H-2-Db with pseudo-sequence H-2-Db. (2) The peptide sequence is YFSDVSAPV. The MHC is HLA-A03:01 with pseudo-sequence HLA-A03:01. The binding affinity (normalized) is 0.0847.